Task: Predict the product of the given reaction.. Dataset: Forward reaction prediction with 1.9M reactions from USPTO patents (1976-2016) (1) Given the reactants [Br:1][C:2]1[S:24][C:5]2[N:6]([CH3:23])[C:7](=[O:22])[N:8]([CH2:11][CH2:12][CH2:13][O:14][Si](C(C)(C)C)(C)C)[C:9](=[O:10])[C:4]=2[C:3]=1[CH3:25], predict the reaction product. The product is: [Br:1][C:2]1[S:24][C:5]2[N:6]([CH3:23])[C:7](=[O:22])[N:8]([CH2:11][CH2:12][CH2:13][OH:14])[C:9](=[O:10])[C:4]=2[C:3]=1[CH3:25]. (2) Given the reactants [O:1]1[C:5]2[CH:6]=[CH:7][C:8]([C:10]3[C:15]([N+:16]([O-])=O)=[C:14]([Cl:19])[N:13]=[C:12]([CH2:20][C:21]4[CH:26]=[CH:25][C:24]([F:27])=[CH:23][CH:22]=4)[N:11]=3)=[CH:9][C:4]=2[O:3][CH2:2]1.OCC1(OC[C@@H](O)[C@@H](O)[C@H]1O)O, predict the reaction product. The product is: [O:1]1[C:5]2[CH:6]=[CH:7][C:8]([C:10]3[C:15]([NH2:16])=[C:14]([Cl:19])[N:13]=[C:12]([CH2:20][C:21]4[CH:26]=[CH:25][C:24]([F:27])=[CH:23][CH:22]=4)[N:11]=3)=[CH:9][C:4]=2[O:3][CH2:2]1.